From a dataset of Reaction yield outcomes from USPTO patents with 853,638 reactions. Predict the reaction yield, written as a fraction of the theoretical maximum amount of product (1.0 means a 100% yield; for example, 0.34 means a 34% yield). (1) The catalyst is C(#N)C. The reactants are [CH2:1]1[C:13]2[NH:12][C:11]3[C:6](=[CH:7][C:8]([NH2:14])=[CH:9][CH:10]=3)[C:5]=2[CH2:4][CH2:3][CH2:2]1.[O:15]1[C:19]2[CH:20]=[CH:21][C:22]([C:24]3([C:27](O)=[O:28])[CH2:26][CH2:25]3)=[CH:23][C:18]=2[O:17][CH2:16]1.C(N(C(C)C)CC)(C)C.F[P-](F)(F)(F)(F)F.N1(OC(N(C)C)=[N+](C)C)C2N=CC=CC=2N=N1. The product is [O:15]1[C:19]2[CH:20]=[CH:21][C:22]([C:24]3([C:27]([NH:14][C:8]4[CH:7]=[C:6]5[C:11](=[CH:10][CH:9]=4)[NH:12][C:13]4[CH2:1][CH2:2][CH2:3][CH2:4][C:5]5=4)=[O:28])[CH2:25][CH2:26]3)=[CH:23][C:18]=2[O:17][CH2:16]1. The yield is 0.700. (2) The reactants are [NH2:1][C@@H:2]([CH2:35][C:36]1[CH:41]=[CH:40][CH:39]=[CH:38][CH:37]=1)[CH2:3][C@H:4]([OH:34])[C@@H:5]([N:19]([CH2:27][C:28]1[CH:33]=[CH:32][CH:31]=[CH:30][CH:29]=1)[CH2:20][C:21]1[CH:26]=[CH:25][CH:24]=[CH:23][CH:22]=1)[CH2:6][C:7]1[CH:12]=[CH:11][C:10]([C:13]2[CH:18]=[CH:17][CH:16]=[CH:15][N:14]=2)=[CH:9][CH:8]=1.C([O-])([O-])=O.[K+].[K+].[C:48](O[C:48]([O:50][C:51]([CH3:54])([CH3:53])[CH3:52])=[O:49])([O:50][C:51]([CH3:54])([CH3:53])[CH3:52])=[O:49]. The catalyst is COC(C)(C)C. The product is [CH2:35]([C@H:2]([NH:1][C:48](=[O:49])[O:50][C:51]([CH3:54])([CH3:53])[CH3:52])[CH2:3][C@H:4]([OH:34])[C@@H:5]([N:19]([CH2:20][C:21]1[CH:22]=[CH:23][CH:24]=[CH:25][CH:26]=1)[CH2:27][C:28]1[CH:29]=[CH:30][CH:31]=[CH:32][CH:33]=1)[CH2:6][C:7]1[CH:8]=[CH:9][C:10]([C:13]2[CH:18]=[CH:17][CH:16]=[CH:15][N:14]=2)=[CH:11][CH:12]=1)[C:36]1[CH:41]=[CH:40][CH:39]=[CH:38][CH:37]=1. The yield is 0.430. (3) The reactants are Cl[C:2](=[O:7])[C:3]([O:5][CH3:6])=[O:4].[NH2:8][C:9]1[CH:14]=[CH:13][C:12]([C@H:15]2[CH2:20][CH2:19][C@H:18]([C:21]([O:23][C:24]([CH3:27])([CH3:26])[CH3:25])=[O:22])[CH2:17][CH2:16]2)=[CH:11][CH:10]=1.N1C=CC=CC=1. The catalyst is C(Cl)Cl. The product is [CH3:6][O:5][C:3](=[O:4])[C:2]([NH:8][C:9]1[CH:10]=[CH:11][C:12]([C@H:15]2[CH2:16][CH2:17][C@H:18]([C:21]([O:23][C:24]([CH3:27])([CH3:26])[CH3:25])=[O:22])[CH2:19][CH2:20]2)=[CH:13][CH:14]=1)=[O:7]. The yield is 0.800. (4) The reactants are [OH-].[Na+].[CH3:3][O:4][C:5](=[O:43])[CH2:6][C:7]1[CH:8]=[C:9]([C:16]2[CH:21]=[CH:20][C:19]([C:22]([CH2:40][CH3:41])([C:25]3[CH:30]=[CH:29][C:28](/[CH:31]=[CH:32]/[C:33]([CH2:37][CH3:38])([OH:36])[CH2:34][CH3:35])=[C:27]([CH3:39])[CH:26]=3)[CH2:23][CH3:24])=[CH:18][C:17]=2[CH3:42])[C:10]([OH:15])=[C:11]([O:13][CH3:14])[CH:12]=1.[Cl-].[NH4+]. The catalyst is CO.O1CCCC1. The product is [CH3:3][O:4][C:5](=[O:43])[CH2:6][C:7]1[CH:8]=[C:9]([C:16]2[CH:21]=[CH:20][C:19]([C:22]([CH2:23][CH3:24])([C:25]3[CH:30]=[CH:29][C:28]([CH:31]=[CH:32][C:33]([CH2:37][CH3:38])([OH:36])[CH2:34][CH3:35])=[C:27]([CH3:39])[CH:26]=3)[CH2:40][CH3:41])=[CH:18][C:17]=2[CH3:42])[C:10]([OH:15])=[C:11]([O:13][CH3:14])[CH:12]=1. The yield is 0.100.